From a dataset of Catalyst prediction with 721,799 reactions and 888 catalyst types from USPTO. Predict which catalyst facilitates the given reaction. (1) Reactant: C[O:2][C:3](=[O:23])[C:4]1[CH:9]=[CH:8][CH:7]=[C:6]([S:10][C:11]2[C:19]3[C:14](=[CH:15][C:16]([Cl:20])=[CH:17][CH:18]=3)[N:13]([CH3:21])[C:12]=2[CH3:22])[CH:5]=1.[Li+].[OH-]. Product: [Cl:20][C:16]1[CH:15]=[C:14]2[C:19]([C:11]([S:10][C:6]3[CH:5]=[C:4]([CH:9]=[CH:8][CH:7]=3)[C:3]([OH:23])=[O:2])=[C:12]([CH3:22])[N:13]2[CH3:21])=[CH:18][CH:17]=1. The catalyst class is: 92. (2) Reactant: [NH2:1][CH2:2][C:3]1[CH:8]=[CH:7][C:6]([CH:9]([CH3:31])[C:10]([NH:12][CH2:13][C:14]2[C:15]([N:24]3[CH2:29][CH2:28][CH:27]([CH3:30])[CH2:26][CH2:25]3)=[N:16][C:17]([C:20]([F:23])([F:22])[F:21])=[CH:18][CH:19]=2)=[O:11])=[CH:5][C:4]=1[Cl:32].[CH3:33][S:34](Cl)(=[O:36])=[O:35]. Product: [Cl:32][C:4]1[CH:5]=[C:6]([CH:9]([CH3:31])[C:10]([NH:12][CH2:13][C:14]2[C:15]([N:24]3[CH2:29][CH2:28][CH:27]([CH3:30])[CH2:26][CH2:25]3)=[N:16][C:17]([C:20]([F:23])([F:21])[F:22])=[CH:18][CH:19]=2)=[O:11])[CH:7]=[CH:8][C:3]=1[CH2:2][NH:1][S:34]([CH3:33])(=[O:36])=[O:35]. The catalyst class is: 529. (3) Reactant: [CH2:1]([O:3][C:4]1[N:8]([CH2:9][C:10]2[CH:15]=[CH:14][C:13]([C:16]3[CH:21]=[CH:20][CH:19]=[CH:18][C:17]=3[C:22](=[N:24][OH:25])[NH2:23])=[CH:12][CH:11]=2)[C:7]2[C:26]([C:30]([O:32][CH2:33][C:34]3[O:35][C:36](=[O:40])[O:37][C:38]=3[CH3:39])=[O:31])=[CH:27][CH:28]=[CH:29][C:6]=2[N:5]=1)[CH3:2].C1N=CN([C:46](N2C=NC=C2)=[O:47])C=1.O1CCCC1.S(=O)(O)[O-].[Na+]. Product: [CH2:1]([O:3][C:4]1[N:8]([CH2:9][C:10]2[CH:11]=[CH:12][C:13]([C:16]3[CH:21]=[CH:20][CH:19]=[CH:18][C:17]=3[C:22]3[NH:23][C:46](=[O:47])[O:25][N:24]=3)=[CH:14][CH:15]=2)[C:7]2[C:26]([C:30]([O:32][CH2:33][C:34]3[O:35][C:36](=[O:40])[O:37][C:38]=3[CH3:39])=[O:31])=[CH:27][CH:28]=[CH:29][C:6]=2[N:5]=1)[CH3:2]. The catalyst class is: 21. (4) Reactant: [Br:1][C:2]1[CH:10]=[C:9]2[C:5]([C:6]([CH:11]=[O:12])=[CH:7][NH:8]2)=[CH:4][CH:3]=1.[H-].[Na+].[CH2:15](Br)[C:16]1[CH:21]=[CH:20][CH:19]=[CH:18][CH:17]=1. Product: [CH2:15]([N:8]1[C:9]2[C:5](=[CH:4][CH:3]=[C:2]([Br:1])[CH:10]=2)[C:6]([CH:11]=[O:12])=[CH:7]1)[C:16]1[CH:21]=[CH:20][CH:19]=[CH:18][CH:17]=1. The catalyst class is: 3. (5) Reactant: [CH3:1][N:2]1[CH2:7][CH2:6][C:5]2[N:8]=[CH:9][S:10][C:4]=2[CH2:3]1.O.[C:12]1([CH3:22])[CH:17]=[CH:16][C:15]([S:18]([OH:21])(=[O:20])=[O:19])=[CH:14][CH:13]=1. Product: [C:12]1([CH3:22])[CH:13]=[CH:14][C:15]([S:18]([OH:21])(=[O:19])=[O:20])=[CH:16][CH:17]=1.[CH3:1][N:2]1[CH2:7][CH2:6][C:5]2[N:8]=[CH:9][S:10][C:4]=2[CH2:3]1. The catalyst class is: 41. (6) Reactant: Cl.C(N=C=NCCCN(C)C)C.[CH2:13]([C@H:15]1[NH:20][CH2:19][CH2:18][N:17]([C:21]2[N:22]([CH2:43][C:44]([F:47])([F:46])[F:45])[C:23]3[C:28]([N:29]=2)=[C:27]([N:30]2[CH2:35][CH2:34][O:33][CH2:32][CH2:31]2)[N:26]=[C:25]([C:36]2[CH:37]=[N:38][C:39]([NH2:42])=[N:40][CH:41]=2)[N:24]=3)[CH2:16]1)[CH3:14].C(N(CC)CC)C.[C:55](O)(=[O:59])[C@H:56]([CH3:58])[OH:57].ON1C2C=CC=CC=2N=N1. Product: [NH2:42][C:39]1[N:40]=[CH:41][C:36]([C:25]2[N:24]=[C:23]3[C:28]([N:29]=[C:21]([N:17]4[CH2:18][CH2:19][N:20]([C:55](=[O:59])[C@@H:56]([OH:57])[CH3:58])[C@H:15]([CH2:13][CH3:14])[CH2:16]4)[N:22]3[CH2:43][C:44]([F:47])([F:46])[F:45])=[C:27]([N:30]3[CH2:31][CH2:32][O:33][CH2:34][CH2:35]3)[N:26]=2)=[CH:37][N:38]=1. The catalyst class is: 9. (7) Reactant: O.Cl.[NH:3]1[CH2:8][CH2:7][C:6](=[O:9])[CH2:5][CH2:4]1.C(N(CC)CC)C.[F:17][C:18]([F:29])([F:28])[C:19](O[C:19](=[O:20])[C:18]([F:29])([F:28])[F:17])=[O:20].O. Product: [F:17][C:18]([F:29])([F:28])[C:19]([N:3]1[CH2:8][CH2:7][C:6](=[O:9])[CH2:5][CH2:4]1)=[O:20]. The catalyst class is: 4.